The task is: Predict the product of the given reaction.. This data is from Forward reaction prediction with 1.9M reactions from USPTO patents (1976-2016). (1) Given the reactants [CH2:1]([C@H:8]([CH2:12][C:13]([O:15]C(C)(C)C)=[O:14])[C:9]([OH:11])=O)[C:2]1[CH:7]=[CH:6][CH:5]=[CH:4][CH:3]=1.I[C:21]1[CH:22]=[CH:23][C:24]([NH2:27])=[N:25][CH:26]=1.[Cl:28][C:29]1[CH:34]=[CH:33][CH:32]=[CH:31][C:30]=1B(O)O.C([O-])([O-])=O.[K+].[K+], predict the reaction product. The product is: [CH2:1]([C@@H:8]([C:9]([NH:27][C:24]1[CH:23]=[CH:22][C:21]([C:30]2[CH:31]=[CH:32][CH:33]=[CH:34][C:29]=2[Cl:28])=[CH:26][N:25]=1)=[O:11])[CH2:12][C:13]([OH:15])=[O:14])[C:2]1[CH:3]=[CH:4][CH:5]=[CH:6][CH:7]=1. (2) The product is: [C:1]([O:5][C:6]([N:8]1[CH2:11][CH:10]([C:23]2[CH:28]=[CH:27][C:26]([N+:29]([O-:31])=[O:30])=[CH:25][CH:24]=2)[CH2:9]1)=[O:7])([CH3:4])([CH3:3])[CH3:2]. Given the reactants [C:1]([O:5][C:6]([N:8]1[CH2:11][CH:10](I)[CH2:9]1)=[O:7])([CH3:4])([CH3:3])[CH3:2].BrCCBr.C[Si](Cl)(C)C.Br[C:23]1[CH:28]=[CH:27][C:26]([N+:29]([O-:31])=[O:30])=[CH:25][CH:24]=1.O1C=CC=C1P(C1OC=CC=1)C1OC=CC=1, predict the reaction product. (3) Given the reactants FC(F)(F)[C:3](O)=[O:4].[CH2:8]([O:10][C:11](=[O:24])[CH2:12][CH2:13][C:14]1[C:22]2[C:21](=[O:23])[CH2:20][CH2:19][CH2:18][C:17]=2[NH:16][CH:15]=1)[CH3:9].COC(OC)OC.[OH-].[Na+], predict the reaction product. The product is: [CH2:8]([O:10][C:11](=[O:24])[CH2:12][CH2:13][C:14]1[C:22]2[C:21](=[O:23])[CH2:20][CH2:19][CH2:18][C:17]=2[NH:16][C:15]=1[CH:3]=[O:4])[CH3:9]. (4) Given the reactants [CH3:1][O:2][C:3]1[N:8]=[C:7]([NH:9][CH2:10][C:11]([O:13][CH3:14])=[O:12])[C:6]([N+:15]([O-])=O)=[CH:5][CH:4]=1.[CH3:18][C:19]([CH3:26])([CH3:25])[C:20](=O)[C:21](O)=[O:22], predict the reaction product. The product is: [C:19]([C:20]1[C:21](=[O:22])[N:9]([CH2:10][C:11]([O:13][CH3:14])=[O:12])[C:7]2[N:8]=[C:3]([O:2][CH3:1])[CH:4]=[CH:5][C:6]=2[N:15]=1)([CH3:26])([CH3:25])[CH3:18]. (5) Given the reactants [Cl:1][C:2]1[CH:18]=[CH:17][C:5]([CH2:6][CH:7]2[C:12](=[O:13])[O:11][C:10]([CH3:15])([CH3:14])O[C:8]2=O)=[CH:4][C:3]=1[N+:19]([O-:21])=[O:20].O.[CH2:23]1COCC1, predict the reaction product. The product is: [Cl:1][C:2]1[CH:18]=[CH:17][C:5]([CH2:6][C:7](=[CH2:8])[C:12]([O:11][C:10]([CH3:23])([CH3:15])[CH3:14])=[O:13])=[CH:4][C:3]=1[N+:19]([O-:21])=[O:20]. (6) Given the reactants [C:1]([O:5][C:6](=[O:21])[NH:7][CH2:8][C:9]1([C:15]2[CH:20]=[CH:19][CH:18]=[CH:17][CH:16]=2)[CH2:14][CH2:13][NH:12][CH2:11][CH2:10]1)([CH3:4])([CH3:3])[CH3:2].[C:22](OC(=O)C)(=[O:24])[CH3:23].C(N(CC)CC)C, predict the reaction product. The product is: [C:1]([O:5][C:6](=[O:21])[NH:7][CH2:8][C:9]1([C:15]2[CH:16]=[CH:17][CH:18]=[CH:19][CH:20]=2)[CH2:14][CH2:13][N:12]([C:22](=[O:24])[CH3:23])[CH2:11][CH2:10]1)([CH3:4])([CH3:2])[CH3:3]. (7) Given the reactants Br[C:2]1[C:3]([O:9][CH2:10][C@H:11]2[CH2:13][C@@H:12]2[C:14]2[CH:19]=[CH:18][C:17]([O:20][CH3:21])=[CH:16][N:15]=2)=[N:4][C:5]([CH3:8])=[N:6][CH:7]=1.B1(B2OC(C)(C)C(C)(C)O2)OC(C)(C)C(C)(C)O1.C([O-])(=O)C.[K+].Br[C:46]1[S:50][C:49]([CH3:51])=[N:48][CH:47]=1.C(=O)([O-])[O-].[Cs+].[Cs+], predict the reaction product. The product is: [CH3:21][O:20][C:17]1[CH:18]=[CH:19][C:14]([C@H:12]2[CH2:13][C@@H:11]2[CH2:10][O:9][C:3]2[C:2]([C:46]3[S:50][C:49]([CH3:51])=[N:48][CH:47]=3)=[CH:7][N:6]=[C:5]([CH3:8])[N:4]=2)=[N:15][CH:16]=1.